Dataset: Peptide-MHC class I binding affinity with 185,985 pairs from IEDB/IMGT. Task: Regression. Given a peptide amino acid sequence and an MHC pseudo amino acid sequence, predict their binding affinity value. This is MHC class I binding data. The peptide sequence is KVFFVNWFR. The MHC is HLA-A26:03 with pseudo-sequence HLA-A26:03. The binding affinity (normalized) is 0.0847.